This data is from Reaction yield outcomes from USPTO patents with 853,638 reactions. The task is: Predict the reaction yield, written as a fraction of the theoretical maximum amount of product (1.0 means a 100% yield; for example, 0.34 means a 34% yield). (1) The reactants are [NH2:1][C:2]1[NH:6][N:5]=[C:4]([C:7]([NH:9][CH3:10])=[O:8])[N:3]=1.CC1C=CC(S(O)(=O)=O)=CC=1.[NH:22]1[C:26]2[CH:27]=[CH:28][C:29]([C:31](=O)[CH2:32][C:33](OCC)=[O:34])=[CH:30][C:25]=2[N:24]=[N:23]1. The catalyst is CCCCO. The product is [NH:22]1[C:26]2[CH:27]=[CH:28][C:29]([C:31]3[NH:1][C:2]4[N:6]([N:5]=[C:4]([C:7]([NH:9][CH3:10])=[O:8])[N:3]=4)[C:33](=[O:34])[CH:32]=3)=[CH:30][C:25]=2[N:24]=[N:23]1. The yield is 0.180. (2) The reactants are CN(C)[CH:3]=[CH:4][C:5]([C:7]1[C:12](=[O:13])[CH:11]=[CH:10][N:9]([C:14]2[CH:19]=[CH:18][C:17]([N:20]3[CH2:25][CH2:24][O:23][CH2:22][CH2:21]3)=[CH:16][CH:15]=2)[N:8]=1)=O.[CH3:27][C:28]([CH3:33])([CH3:32])[CH2:29][NH:30][NH2:31]. The catalyst is CO. The product is [CH3:27][C:28]([CH3:33])([CH3:32])[CH2:29][N:30]1[C:5]([C:7]2[C:12](=[O:13])[CH:11]=[CH:10][N:9]([C:14]3[CH:15]=[CH:16][C:17]([N:20]4[CH2:25][CH2:24][O:23][CH2:22][CH2:21]4)=[CH:18][CH:19]=3)[N:8]=2)=[CH:4][CH:3]=[N:31]1. The yield is 0.220. (3) The reactants are [F:1][C:2]1[CH:7]=[CH:6][C:5]([N:8]2[C:12]([CH2:13][O:14][C:15]3[N:20]=[N:19][C:18]([C:21]([OH:23])=O)=[CH:17][CH:16]=3)=[C:11]([CH3:24])[N:10]=[N:9]2)=[CH:4][CH:3]=1.[NH2:25][CH:26]1[CH2:31][CH2:30][O:29][CH2:28][CH2:27]1. No catalyst specified. The product is [O:29]1[CH2:30][CH2:31][CH:26]([NH:25][C:21]([C:18]2[N:19]=[N:20][C:15]([O:14][CH2:13][C:12]3[N:8]([C:5]4[CH:4]=[CH:3][C:2]([F:1])=[CH:7][CH:6]=4)[N:9]=[N:10][C:11]=3[CH3:24])=[CH:16][CH:17]=2)=[O:23])[CH2:27][CH2:28]1. The yield is 0.810. (4) The reactants are [C:1]([C:3]1[CH:4]=[C:5]([C:13]2[O:17][N:16]=[C:15]([C:18]3[C:19]([CH3:41])=[C:20]4[C:25](=[CH:26][CH:27]=3)[CH2:24][N:23]([C:28](=[O:40])[CH2:29][CH2:30][N:31](C)[C:32](=O)OC(C)(C)C)[CH2:22][CH2:21]4)[N:14]=2)[CH:6]=[CH:7][C:8]=1[O:9][CH:10]([CH3:12])[CH3:11])#[N:2].[ClH:42].CCOCC. The catalyst is O1CCOCC1. The product is [ClH:42].[CH3:12][CH:10]([O:9][C:8]1[CH:7]=[CH:6][C:5]([C:13]2[O:17][N:16]=[C:15]([C:18]3[C:19]([CH3:41])=[C:20]4[C:25](=[CH:26][CH:27]=3)[CH2:24][N:23]([C:28](=[O:40])[CH2:29][CH2:30][NH:31][CH3:32])[CH2:22][CH2:21]4)[N:14]=2)=[CH:4][C:3]=1[C:1]#[N:2])[CH3:11]. The yield is 0.970. (5) The reactants are Cl[C:2]1[N:7]=[C:6]([NH:8][C:9]2[CH:14]=[CH:13][C:12]([N:15]3[CH2:20][CH2:19][O:18][CH2:17][CH2:16]3)=[CH:11][C:10]=2[O:21][CH3:22])[C:5]([Cl:23])=[CH:4][N:3]=1.[NH2:24][C:25]1[CH:38]=[CH:37][C:28]2[NH:29][C:30](=[O:36])[CH2:31][CH2:32][C:33]([CH3:35])([CH3:34])[C:27]=2[CH:26]=1.Cl.O1CCO[CH2:42][CH2:41]1. The catalyst is COCCO. The product is [Cl:23][C:5]1[C:6]([NH:8][C:9]2[CH:14]=[CH:13][C:12]([N:15]3[CH2:20][CH2:19][O:18][CH2:17][CH2:16]3)=[CH:11][C:10]=2[O:21][CH3:22])=[N:7][C:2]([NH:24][C:25]2[CH:38]=[CH:37][C:28]3[N:29]([CH2:41][CH3:42])[C:30](=[O:36])[CH2:31][CH2:32][C:33]([CH3:35])([CH3:34])[C:27]=3[CH:26]=2)=[N:3][CH:4]=1. The yield is 0.510. (6) The reactants are [Cl:1][C:2]1[C:7]([C:8](O)=[O:9])=[C:6]([F:11])[C:5]([O:12][CH3:13])=[CH:4][CH:3]=1.CC#[N:16]. No catalyst specified. The product is [Cl:1][C:2]1[C:7]([C:8]([NH2:16])=[O:9])=[C:6]([F:11])[C:5]([O:12][CH3:13])=[CH:4][CH:3]=1. The yield is 0.850.